Dataset: Peptide-MHC class I binding affinity with 185,985 pairs from IEDB/IMGT. Task: Regression. Given a peptide amino acid sequence and an MHC pseudo amino acid sequence, predict their binding affinity value. This is MHC class I binding data. (1) The peptide sequence is RHDITGFIL. The MHC is HLA-A26:02 with pseudo-sequence HLA-A26:02. The binding affinity (normalized) is 0.0847. (2) The peptide sequence is LARLFLYAL. The MHC is HLA-B07:02 with pseudo-sequence HLA-B07:02. The binding affinity (normalized) is 0.575. (3) The peptide sequence is EMADYIFFV. The MHC is HLA-B15:09 with pseudo-sequence HLA-B15:09. The binding affinity (normalized) is 0.0847. (4) The peptide sequence is SMYQLMITI. The MHC is HLA-B44:02 with pseudo-sequence HLA-B44:02. The binding affinity (normalized) is 0.0847. (5) The peptide sequence is RAAHRRQSV. The MHC is HLA-B15:17 with pseudo-sequence HLA-B15:17. The binding affinity (normalized) is 0.0847. (6) The peptide sequence is SSKSPAEGANF. The MHC is Mamu-A01 with pseudo-sequence Mamu-A01. The binding affinity (normalized) is 0.565. (7) The peptide sequence is SDAALHNMI. The MHC is HLA-B18:01 with pseudo-sequence HLA-B18:01. The binding affinity (normalized) is 0. (8) The peptide sequence is EEKAFSPEV. The binding affinity (normalized) is 0. The MHC is HLA-A68:01 with pseudo-sequence HLA-A68:01.